Dataset: Catalyst prediction with 721,799 reactions and 888 catalyst types from USPTO. Task: Predict which catalyst facilitates the given reaction. Reactant: C[O:2][C:3]([C:5]1[CH:10]=[N:9][CH:8]=[CH:7][N:6]=1)=O.O.[NH2:12][NH2:13]. Product: [N:6]1[CH:7]=[CH:8][N:9]=[CH:10][C:5]=1[C:3]([NH:12][NH2:13])=[O:2]. The catalyst class is: 8.